This data is from Full USPTO retrosynthesis dataset with 1.9M reactions from patents (1976-2016). The task is: Predict the reactants needed to synthesize the given product. Given the product [Br:22][C:23]1[CH:28]=[CH:27][C:26]([NH:29][C:4]2[C:5](=[O:20])[C:6](=[O:19])[C:7]=2[NH:8][C:9]2[CH:14]=[CH:13][CH:12]=[C:11]([C:15]([F:16])([F:17])[F:18])[CH:10]=2)=[C:25]([C:30]2[NH:34][N:33]=[N:32][N:31]=2)[CH:24]=1, predict the reactants needed to synthesize it. The reactants are: C(O[C:4]1[C:5](=[O:20])[C:6](=[O:19])[C:7]=1[NH:8][C:9]1[CH:14]=[CH:13][CH:12]=[C:11]([C:15]([F:18])([F:17])[F:16])[CH:10]=1)C.Cl.[Br:22][C:23]1[CH:28]=[CH:27][C:26]([NH2:29])=[C:25]([C:30]2[NH:34][N:33]=[N:32][N:31]=2)[CH:24]=1.C(N(CC)CC)C.